This data is from Forward reaction prediction with 1.9M reactions from USPTO patents (1976-2016). The task is: Predict the product of the given reaction. (1) Given the reactants [C:1]1([C@H:11]([N:13]([CH2:21][CH:22]2[CH:26]([C:27]3[CH:32]=[CH:31][CH:30]=[CH:29][CH:28]=3)[CH2:25][NH:24][CH2:23]2)[C:14](=[O:20])[O:15][C:16]([CH3:19])([CH3:18])[CH3:17])[CH3:12])[C:10]2[C:5](=[CH:6][CH:7]=[CH:8][CH:9]=2)[CH:4]=[CH:3][CH:2]=1.ClCCl.[C:36]1([N:42]=[C:43]=[O:44])[CH:41]=[CH:40][CH:39]=[CH:38][CH:37]=1, predict the reaction product. The product is: [NH:42]([C:43]([N:24]1[CH2:25][CH:26]([C:27]2[CH:28]=[CH:29][CH:30]=[CH:31][CH:32]=2)[CH:22]([CH2:21][N:13]([C@@H:11]([C:1]2[C:10]3[C:5](=[CH:6][CH:7]=[CH:8][CH:9]=3)[CH:4]=[CH:3][CH:2]=2)[CH3:12])[C:14](=[O:20])[O:15][C:16]([CH3:18])([CH3:19])[CH3:17])[CH2:23]1)=[O:44])[C:36]1[CH:41]=[CH:40][CH:39]=[CH:38][CH:37]=1. (2) Given the reactants Br[C:2]1[C:3]([NH2:9])=[N:4][CH:5]=[C:6]([Br:8])[CH:7]=1.[C:10]([S-:15])(=S)OCC.[K+].S(Cl)([Cl:20])(=O)=O.O, predict the reaction product. The product is: [ClH:20].[Br:8][C:6]1[CH:7]=[C:2]2[S:15][C:10]([Cl:20])=[N:9][C:3]2=[N:4][CH:5]=1. (3) Given the reactants [C:1]([CH:3]1[CH2:8][CH2:7][NH:6][CH2:5][CH2:4]1)#[N:2].[N:9]([C:12]1[CH:17]=[C:16]([CH3:18])[CH:15]=[CH:14][C:13]=1[CH3:19])=[C:10]=[O:11], predict the reaction product. The product is: [C:1]([CH:3]1[CH2:8][CH2:7][N:6]([C:10]([NH:9][C:12]2[CH:17]=[C:16]([CH3:18])[CH:15]=[CH:14][C:13]=2[CH3:19])=[O:11])[CH2:5][CH2:4]1)#[N:2]. (4) Given the reactants [CH3:1][S:2]([C:5]1[CH:6]=[C:7]([CH:11]=[CH:12][CH:13]=1)[C:8](Cl)=[O:9])(=[O:4])=[O:3].[CH2:14]([NH:21][C:22]([C:24]1[S:28][C:27]([NH2:29])=[N:26][C:25]=1[CH3:30])=[O:23])[C:15]1[CH:20]=[CH:19][CH:18]=[CH:17][CH:16]=1, predict the reaction product. The product is: [CH2:14]([NH:21][C:22]([C:24]1[S:28][C:27]([NH:29][C:8](=[O:9])[C:7]2[CH:11]=[CH:12][CH:13]=[C:5]([S:2]([CH3:1])(=[O:4])=[O:3])[CH:6]=2)=[N:26][C:25]=1[CH3:30])=[O:23])[C:15]1[CH:20]=[CH:19][CH:18]=[CH:17][CH:16]=1. (5) Given the reactants [NH2:1][CH2:2][C:3]([OH:5])=[O:4].N[C@H:7]([C:13]([OH:15])=[O:14])[CH2:8]CC(=O)N.N[C@H](C(O)=O)CCCC.N[C@H](C(O)=O)CCCCN.N[C@H](C(O)=O)CCSC.N[C@H](C(O)=O)CC1C=CC=CC=1, predict the reaction product. The product is: [NH2:1][C@H:2]([C:3]([OH:5])=[O:4])[CH2:8][CH2:7][C:13](=[O:14])[OH:15].